From a dataset of Merck oncology drug combination screen with 23,052 pairs across 39 cell lines. Regression. Given two drug SMILES strings and cell line genomic features, predict the synergy score measuring deviation from expected non-interaction effect. (1) Drug 1: COC1CC2CCC(C)C(O)(O2)C(=O)C(=O)N2CCCCC2C(=O)OC(C(C)CC2CCC(OP(C)(C)=O)C(OC)C2)CC(=O)C(C)C=C(C)C(O)C(OC)C(=O)C(C)CC(C)C=CC=CC=C1C. Drug 2: CCc1c2c(nc3ccc(O)cc13)-c1cc3c(c(=O)n1C2)COC(=O)C3(O)CC. Cell line: A427. Synergy scores: synergy=17.4. (2) Drug 1: COc1cc(C2c3cc4c(cc3C(OC3OC5COC(C)OC5C(O)C3O)C3COC(=O)C23)OCO4)cc(OC)c1O. Drug 2: COC1=C2CC(C)CC(OC)C(O)C(C)C=C(C)C(OC(N)=O)C(OC)C=CC=C(C)C(=O)NC(=CC1=O)C2=O. Cell line: UACC62. Synergy scores: synergy=1.72. (3) Synergy scores: synergy=4.11. Drug 2: CNC(=O)c1cc(Oc2ccc(NC(=O)Nc3ccc(Cl)c(C(F)(F)F)c3)cc2)ccn1. Drug 1: CN(C)C(=N)N=C(N)N. Cell line: MDAMB436. (4) Drug 1: CC1CC2C3CCC4=CC(=O)C=CC4(C)C3(F)C(O)CC2(C)C1(O)C(=O)CO. Drug 2: CC1(c2nc3c(C(N)=O)cccc3[nH]2)CCCN1. Cell line: HCT116. Synergy scores: synergy=1.95. (5) Drug 1: Nc1ccn(C2OC(CO)C(O)C2(F)F)c(=O)n1. Drug 2: CC(C)CC(NC(=O)C(Cc1ccccc1)NC(=O)c1cnccn1)B(O)O. Cell line: MSTO. Synergy scores: synergy=1.56. (6) Drug 1: COC1=C2CC(C)CC(OC)C(O)C(C)C=C(C)C(OC(N)=O)C(OC)C=CC=C(C)C(=O)NC(=CC1=O)C2=O. Drug 2: Cn1c(=O)n(-c2ccc(C(C)(C)C#N)cc2)c2c3cc(-c4cnc5ccccc5c4)ccc3ncc21. Cell line: A427. Synergy scores: synergy=16.8.